From a dataset of Forward reaction prediction with 1.9M reactions from USPTO patents (1976-2016). Predict the product of the given reaction. (1) Given the reactants [F:1][C:2]([F:30])([F:29])[C:3]1[CH:28]=[CH:27][C:6]2[NH:7][C:8]([C@H:10]3[CH2:15][CH2:14][CH2:13][C@@H:12]([NH:16]C(=O)OCC4C=CC=CC=4)[CH2:11]3)=[N:9][C:5]=2[CH:4]=1.[H][H], predict the reaction product. The product is: [F:30][C:2]([F:1])([F:29])[C:3]1[CH:28]=[CH:27][C:6]2[NH:7][C:8]([C@H:10]3[CH2:15][CH2:14][CH2:13][C@@H:12]([NH2:16])[CH2:11]3)=[N:9][C:5]=2[CH:4]=1. (2) Given the reactants CO[C:3](=[O:18])[C:4]1[CH:9]=[CH:8][CH:7]=[CH:6][C:5]=1[O:10][CH2:11][CH2:12][N:13]1[CH2:17][CH2:16][CH2:15][CH2:14]1.[OH-].[Li+].Cl.[NH:22]1[C:26]2[CH:27]=[CH:28][CH:29]=[CH:30][C:25]=2[N:24]=[C:23]1[C:31]1[C:35]([NH2:36])=[CH:34][NH:33][N:32]=1.C(Cl)CCl.C1C=CC2N(O)N=NC=2C=1, predict the reaction product. The product is: [NH:24]1[C:25]2[CH:30]=[CH:29][CH:28]=[CH:27][C:26]=2[N:22]=[C:23]1[C:31]1[C:35]([NH:36][C:3](=[O:18])[C:4]2[CH:9]=[CH:8][CH:7]=[CH:6][C:5]=2[O:10][CH2:11][CH2:12][N:13]2[CH2:14][CH2:15][CH2:16][CH2:17]2)=[CH:34][NH:33][N:32]=1.